From a dataset of Peptide-MHC class II binding affinity with 134,281 pairs from IEDB. Regression. Given a peptide amino acid sequence and an MHC pseudo amino acid sequence, predict their binding affinity value. This is MHC class II binding data. (1) The peptide sequence is FHKRDMRLLSLAVSSHHHHHH. The MHC is DRB1_0701 with pseudo-sequence DRB1_0701. The binding affinity (normalized) is 0.535. (2) The peptide sequence is AFKPAATAANAAPAN. The MHC is HLA-DPA10201-DPB11401 with pseudo-sequence HLA-DPA10201-DPB11401. The binding affinity (normalized) is 0.313. (3) The MHC is DRB1_0101 with pseudo-sequence DRB1_0101. The peptide sequence is LRLFMALVAFLRFLT. The binding affinity (normalized) is 0.280. (4) The peptide sequence is PIEHIASMRRNYFTA. The MHC is DRB1_0401 with pseudo-sequence DRB1_0401. The binding affinity (normalized) is 0.179. (5) The peptide sequence is VPFNVAQAYCIGKLK. The MHC is DRB1_0701 with pseudo-sequence DRB1_0701. The binding affinity (normalized) is 0.673. (6) The peptide sequence is KKTRNMTMSMSMILVGV. The MHC is DRB5_0101 with pseudo-sequence DRB5_0101. The binding affinity (normalized) is 0.851. (7) The peptide sequence is TTQCMNIMESIPANT. The MHC is DRB1_0101 with pseudo-sequence DRB1_0101. The binding affinity (normalized) is 0.650.